Dataset: B-cell epitopes from PDB crystal structures with 447 antigens. Task: Token-level Classification. Given an antigen amino acid sequence, predict which amino acid positions are active epitope sites capable of antibody binding. Output is a list of indices for active positions. (1) Given the antigen sequence: QISFRDCAEVFKSGHTTNGIYTLTFPNSTEEIKAYCDMEAGGGGWTIIQRREDGSVDFQRTWKEYKVGFGNPSGEYWLGNEFVSQLTNQQRYVLKIHLKDWEGNEAYSLYEHFYLSSEELNYRIHLKGLTGTAGKISSISQPGNDFSTKDGDNDKCICKCSQMLTGGWWFDACGPSNLNGMYYPQRQNTNKFNGIKWYYWKGSGYSLKATTMMIRPADFG, which amino acid positions are active epitope sites? The epitope positions are: [154, 155, 156, 157, 163, 170, 171, 172, 173, 174, 191, 197, 198, 202]. The amino acids at these positions are: KCICLDACGPFYYS. (2) Given the antigen sequence: MFQQEVTITAPNGLHTRPAAQFVKEAKGFTSEITVTSNGKSASAKSLFKLQTLGLTQGTVVTISAEGEDEQKAVEHLVKLMAELE, which amino acid positions are active epitope sites? The epitope positions are: [0, 1, 2, 3, 33, 40, 63, 65, 66, 67, 69, 70, 71, 74, 75]. The amino acids at these positions are: MFQQTSSEGEEQKEH. (3) Given the antigen sequence: VWKDADTTLFCASDAKAHETEVHNVWATHACVPTDPNPQEIHLENVTENFNMWKNNMVEQMQEDVISLWDQSLQPCVKLTGGSVIKQACPKISFDPIPIHYCTPAGYVILKCNDKNFNGTGPCKNVSSVQCTHGIKPVVSTQLLLNGSLAEEEIIIRSENLTNNAKTIIVHLNKSVEINCTRPSNGDIRKAYCEINGTKWNKVLKQVTEKLKEHFNNKTIIFQPPSGGDLEITMHSFNCRGEFFYCNTTQLFNNTCICNGTITLPCKIKQIINMWQGTGQAMYAPPIDGKINCVSNITGILLTRDGGTSNETFRPGGGNIKDNWRSELYKYKVVQIE, which amino acid positions are active epitope sites? The epitope positions are: [7, 8, 9, 14, 16, 25, 27, 28, 29, 30, 31, 32, 33, 34, 35, 59, 62, 63, 70]. The amino acids at these positions are: TLFAAWTHACVPTDPQEDQ. (4) Given the antigen sequence: IIGGSSSLPGSHPWLAAIYIGDSFCAGSLVHTCWVVSAAHCFSHSPPRDSVSVVLGQHFFNRTTDVTQTFGIEKYIPYTLYSVFNPSDHDLVLIRLKKKGDRCATRSQFVQPICLPEPGSTFPAGHKCQIAGWGHLDENVSGYSSSLREALVPLVADHKCSSPEVYGADISPNMLCAGYFDCACQGDSGGPLACEKNGVAYLYGIISWGCGKPGVYTRVANYVDWINDRIR, which amino acid positions are active epitope sites? The epitope positions are: [41, 44, 47, 73, 74, 75, 76, 77, 78, 79, 80, 81, 82, 83, 88, 172, 220, 223, 228]. The amino acids at these positions are: FSRKYIPYTLYSVFHNNDR. (5) Given the antigen sequence: GLGGYMLGSVMSRPLIHFGNDYEDRYYRENMYRYPNQVYYRPVDQYSNQNNFVHDCVNITVKQHTVTTTTKGENFTETDIKIMERVVEQMCITQYQRESQAY, which amino acid positions are active epitope sites? The epitope positions are: [0, 1, 29, 31, 32, 58, 61, 62, 64, 65, 66, 67, 68, 69, 70, 71, 72, 73]. The amino acids at these positions are: GLNYRIKQTVTTTTKGEN. (6) Given the antigen sequence: FTTIENQPWFAAIYRRVTYVCGGSLISPCWVISATHCFIDYPKKEDYIVYLGRSRLNSNTQGEMKFEVENLILHKDYSADTLAHHNDIALLKIRSKEGRCAQPSRTIQTIALPSMYNDPQFGTSCEITGFGKEQSTDYLYPEQLKMTVVKLISHRECYYGSEVTTKMLCAADPQWQGDSGGPLVCSLQGRMTLTGIVSWGRKPGVYTRVSHFLPWIRSHTK, which amino acid positions are active epitope sites? The epitope positions are: [0, 2, 5, 6, 132, 133, 134, 135, 136, 137, 138, 142, 143, 144, 145, 146, 147, 171, 172, 173... (21 total positions)]. The amino acids at these positions are: FTNQEQSTDYLQLKMTVDPQW.